This data is from Forward reaction prediction with 1.9M reactions from USPTO patents (1976-2016). The task is: Predict the product of the given reaction. (1) Given the reactants Cl[C:2]1[N:12]=[C:11]2[C:5]([N:6]([CH3:20])[C:7](=[O:19])[CH2:8][CH2:9][N:10]2[CH:13]2[CH2:18][CH2:17][CH2:16][CH2:15][CH2:14]2)=[CH:4][N:3]=1.[NH2:21][C:22]1[C:37]([F:38])=[CH:36][C:25]([C:26]([NH:28][CH:29]2[CH2:34][CH2:33][N:32]([CH3:35])[CH2:31][CH2:30]2)=[O:27])=[C:24]([F:39])[CH:23]=1.C(=O)([O-])[O-].[Cs+].[Cs+].CC1(C)C2C(=C(P(C3C=CC=CC=3)C3C=CC=CC=3)C=CC=2)OC2C(P(C3C=CC=CC=3)C3C=CC=CC=3)=CC=CC1=2, predict the reaction product. The product is: [CH:13]1([N:10]2[CH2:9][CH2:8][C:7](=[O:19])[N:6]([CH3:20])[C:5]3[C:11]2=[N:12][C:2]([NH:21][C:22]2[C:37]([F:38])=[CH:36][C:25]([C:26]([NH:28][CH:29]4[CH2:34][CH2:33][N:32]([CH3:35])[CH2:31][CH2:30]4)=[O:27])=[C:24]([F:39])[CH:23]=2)=[N:3][CH:4]=3)[CH2:18][CH2:17][CH2:16][CH2:15][CH2:14]1. (2) Given the reactants Br[C:2]1[CH:7]=[CH:6][C:5]([S:8]([NH2:11])(=[O:10])=[O:9])=[CH:4][CH:3]=1.C([O-])(=O)C.[K+].[CH:17]12[CH2:22][CH:21]1[CH2:20][N:19]([C:23]([C:25]1([C:28]3[S:29][CH:30]=[C:31]([C:33]4[CH:38]=[CH:37][C:36]([Cl:39])=[CH:35][CH:34]=4)[N:32]=3)[CH2:27][CH2:26]1)=[O:24])[CH2:18]2, predict the reaction product. The product is: [CH:17]12[CH2:22][CH:21]1[CH2:20][N:19]([C:23]([C:25]1([C:28]3[S:29][C:30]([C:2]4[CH:7]=[CH:6][C:5]([S:8]([NH2:11])(=[O:10])=[O:9])=[CH:4][CH:3]=4)=[C:31]([C:33]4[CH:34]=[CH:35][C:36]([Cl:39])=[CH:37][CH:38]=4)[N:32]=3)[CH2:26][CH2:27]1)=[O:24])[CH2:18]2.